From a dataset of Catalyst prediction with 721,799 reactions and 888 catalyst types from USPTO. Predict which catalyst facilitates the given reaction. (1) Reactant: [H-].[Na+].[Cl:3][C:4]1[N:9]=[CH:8][C:7]([C:10]2[NH:14][C:13]([C@@H:15]3[CH2:19][CH2:18][CH2:17][N:16]3[C:20]([O:22][C:23]([CH3:26])([CH3:25])[CH3:24])=[O:21])=[N:12][CH:11]=2)=[CH:6][N:5]=1.[CH3:27][Si:28]([CH2:31][CH2:32][O:33][CH2:34]Cl)([CH3:30])[CH3:29]. Product: [Cl:3][C:4]1[N:9]=[CH:8][C:7]([C:10]2[N:14]([CH2:34][O:33][CH2:32][CH2:31][Si:28]([CH3:30])([CH3:29])[CH3:27])[C:13]([C@@H:15]3[CH2:19][CH2:18][CH2:17][N:16]3[C:20]([O:22][C:23]([CH3:26])([CH3:25])[CH3:24])=[O:21])=[N:12][CH:11]=2)=[CH:6][N:5]=1. The catalyst class is: 3. (2) Reactant: [CH2:1]([CH:3]1[CH2:26][NH:25][C:6]2=[N:7][C:8]([C:18]3[CH:23]=[CH:22][C:21]([CH3:24])=[CH:20][CH:19]=3)=[C:9]([C:11]3[CH:16]=[CH:15][C:14]([CH3:17])=[CH:13][CH:12]=3)[N:10]=[C:5]2[CH2:4]1)[CH3:2].O=[CH:28][CH2:29][CH2:30][CH2:31][CH2:32][CH2:33][C:34]([O:36][CH2:37][CH3:38])=[O:35].[BH-](OC(C)=O)(OC(C)=O)OC(C)=O.[Na+]. Product: [CH2:1]([CH:3]1[CH2:26][N:25]([CH2:28][CH2:29][CH2:30][CH2:31][CH2:32][CH2:33][C:34]([O:36][CH2:37][CH3:38])=[O:35])[C:6]2=[N:7][C:8]([C:18]3[CH:19]=[CH:20][C:21]([CH3:24])=[CH:22][CH:23]=3)=[C:9]([C:11]3[CH:16]=[CH:15][C:14]([CH3:17])=[CH:13][CH:12]=3)[N:10]=[C:5]2[CH2:4]1)[CH3:2]. The catalyst class is: 26.